Dataset: Full USPTO retrosynthesis dataset with 1.9M reactions from patents (1976-2016). Task: Predict the reactants needed to synthesize the given product. (1) Given the product [Cl:1][C:2]1[CH:7]=[CH:6][C:5]([B:8]([OH:9])[OH:10])=[C:4]([OH:11])[CH:3]=1, predict the reactants needed to synthesize it. The reactants are: [Cl:1][C:2]1[CH:7]=[CH:6][C:5]([B:8]([OH:10])[OH:9])=[C:4]([O:11]C)[CH:3]=1.B(Br)(Br)Br. (2) Given the product [C:13]1([N:1]2[CH:5]=[CH:4][N:3]=[C:2]2[C:6]2[CH:11]=[CH:10][CH:9]=[CH:8][N:7]=2)[CH:18]=[CH:17][CH:16]=[CH:15][CH:14]=1, predict the reactants needed to synthesize it. The reactants are: [NH:1]1[CH:5]=[CH:4][N:3]=[C:2]1[C:6]1[CH:11]=[CH:10][CH:9]=[CH:8][N:7]=1.I[C:13]1[CH:18]=[CH:17][CH:16]=[CH:15][CH:14]=1.C([O-])([O-])=O.[Cs+].[Cs+]. (3) Given the product [CH:1]([O:3][C:4]([N:6]1[CH2:30][C@:29]2([C:31](=[O:38])[CH3:32])[C@@H:8]([CH2:9][C@H:10]3[C@H:23]4[C@@:14]([F:27])([C@:15]5([CH3:26])[C:20]([C@@H:21]([F:24])[CH2:22]4)=[CH:19][C:18](=[O:25])[CH:17]=[CH:16]5)[C@@H:13]([OH:28])[CH2:12][C@@:11]32[CH3:39])[CH2:7]1)=[O:5])=[CH2:2], predict the reactants needed to synthesize it. The reactants are: [CH:1]([O:3][C:4]([N:6]1[CH2:30][C@:29]2([C:31](=[O:38])[CH2:32]OS(C)(=O)=O)[C@@H:8]([CH2:9][C@H:10]3[C@H:23]4[C@@:14]([F:27])([C@:15]5([CH3:26])[C:20]([C@@H:21]([F:24])[CH2:22]4)=[CH:19][C:18](=[O:25])[CH:17]=[CH:16]5)[C@@H:13]([OH:28])[CH2:12][C@@:11]32[CH3:39])[CH2:7]1)=[O:5])=[CH2:2].[I-].[Na+]. (4) Given the product [C:1]1([C:7]2[C:11]([C:12]([F:15])([F:13])[F:14])=[C:10]([CH2:16][OH:17])[O:9][N:8]=2)[CH:2]=[CH:3][CH:4]=[CH:5][CH:6]=1, predict the reactants needed to synthesize it. The reactants are: [C:1]1([C:7]2[C:11]([C:12]([F:15])([F:14])[F:13])=[C:10]([C:16](O)=[O:17])[O:9][N:8]=2)[CH:6]=[CH:5][CH:4]=[CH:3][CH:2]=1.CN1CCOCC1.ClC(OCC(C)C)=O.[BH4-].[Na+]. (5) Given the product [C:1]([O:5][C:6]([N:8]1[CH2:14][CH2:13][CH2:12][N:11]([C:15]2[N:16]([CH2:31][CH2:32][CH2:33][CH2:34][CH3:35])[C:17]3[CH:23]=[CH:22][CH:21]=[CH:20][C:18]=3[N:19]=2)[CH2:10][CH2:9]1)=[O:7])([CH3:4])([CH3:2])[CH3:3], predict the reactants needed to synthesize it. The reactants are: [C:1]([O:5][C:6]([N:8]1[CH2:14][CH2:13][CH2:12][N:11]([C:15]2[NH:19][C:18]3[CH:20]=[CH:21][CH:22]=[CH:23][C:17]=3[N:16]=2)[CH2:10][CH2:9]1)=[O:7])([CH3:4])([CH3:3])[CH3:2].CN(C)C=O.[H-].[Na+].[CH2:31](Br)[CH2:32][CH2:33][CH2:34][CH3:35]. (6) Given the product [Cl:1][C:2]1[CH:7]=[C:6]([Cl:8])[CH:5]=[CH:4][C:3]=1[C:9]1[N:10]=[C:11](/[CH:30]=[CH:31]/[C:32]2[CH:33]=[CH:34][C:35]([C:38]3[CH:39]=[CH:40][C:41]([O:44][CH2:46][CH2:47][CH2:48][C:49]([OH:51])=[O:50])=[CH:42][CH:43]=3)=[CH:36][CH:37]=2)[N:12]([CH2:14][C:15](=[O:16])[NH:17][CH:18]([C:20]2[C:29]3[C:24](=[CH:25][CH:26]=[CH:27][CH:28]=3)[CH:23]=[CH:22][CH:21]=2)[CH3:19])[CH:13]=1, predict the reactants needed to synthesize it. The reactants are: [Cl:1][C:2]1[CH:7]=[C:6]([Cl:8])[CH:5]=[CH:4][C:3]=1[C:9]1[N:10]=[C:11](/[CH:30]=[CH:31]/[C:32]2[CH:37]=[CH:36][C:35]([C:38]3[CH:43]=[CH:42][C:41]([OH:44])=[CH:40][CH:39]=3)=[CH:34][CH:33]=2)[N:12]([CH2:14][C:15]([NH:17][CH:18]([C:20]2[C:29]3[C:24](=[CH:25][CH:26]=[CH:27][CH:28]=3)[CH:23]=[CH:22][CH:21]=2)[CH3:19])=[O:16])[CH:13]=1.Br[CH2:46][CH2:47][CH2:48][C:49]([O:51]C)=[O:50]. (7) The reactants are: [Br:1][C:2]1[CH:3]=[C:4]2[C:9](=[CH:10][CH:11]=1)[CH:8]=[C:7]([OH:12])[CH:6]=[CH:5]2.Br[CH2:14][CH2:15][CH2:16][OH:17].[OH-].[K+]. Given the product [Br:1][C:2]1[CH:3]=[C:4]2[C:9](=[CH:10][CH:11]=1)[CH:8]=[C:7]([O:12][CH2:14][CH2:15][CH2:16][OH:17])[CH:6]=[CH:5]2, predict the reactants needed to synthesize it. (8) Given the product [Cl-:19].[CH3:13][O:14][CH2:15][CH2:16][O:17][CH2:18][N:6]1[CH:7]=[CH:8][CH:9]=[C:4]2[C:3]([CH3:12])([CH3:11])[CH:2]([CH3:1])[NH+:10]=[C:5]12, predict the reactants needed to synthesize it. The reactants are: [CH3:1][C:2]1[C:3]([CH3:12])([CH3:11])[C:4]2[C:5]([N:10]=1)=[N:6][CH:7]=[CH:8][CH:9]=2.[CH3:13][O:14][CH2:15][CH2:16][O:17][CH2:18][Cl:19]. (9) Given the product [CH3:14][C:11]1([N:15]2[CH2:16][CH2:17][N:18]([C:21]([O:23][C:24]([CH3:27])([CH3:26])[CH3:25])=[O:22])[CH2:19][CH2:20]2)[CH2:12][CH2:13][NH:8][CH2:9][CH2:10]1, predict the reactants needed to synthesize it. The reactants are: C([N:8]1[CH2:13][CH2:12][C:11]([N:15]2[CH2:20][CH2:19][N:18]([C:21]([O:23][C:24]([CH3:27])([CH3:26])[CH3:25])=[O:22])[CH2:17][CH2:16]2)([CH3:14])[CH2:10][CH2:9]1)C1C=CC=CC=1.[H][H].Cl.